This data is from Reaction yield outcomes from USPTO patents with 853,638 reactions. The task is: Predict the reaction yield, written as a fraction of the theoretical maximum amount of product (1.0 means a 100% yield; for example, 0.34 means a 34% yield). (1) The product is [CH3:38][C:35]([CH3:37])([CH3:36])[CH2:34][CH2:33][N:12]1[C:13](=[O:32])[C:14]([C:15]2[NH:20][C:19]3[CH:21]=[CH:22][C:23]([NH:25][S:26]([CH3:29])(=[O:27])=[O:28])=[CH:24][C:18]=3[S:17](=[O:30])(=[O:31])[N:16]=2)=[C:4]([OH:3])[CH:6]2[CH2:11][CH2:10][CH2:9][CH2:8][N:7]12. The yield is 0.0840. The catalyst is C(O)C. The reactants are C([O:3][C:4]([CH:6]1[CH2:11][CH2:10][CH2:9][CH2:8][N:7]1[N:12]([CH2:33][CH2:34][C:35]([CH3:38])([CH3:37])[CH3:36])[C:13](=[O:32])[CH2:14][C:15]1[NH:20][C:19]2[CH:21]=[CH:22][C:23]([NH:25][S:26]([CH3:29])(=[O:28])=[O:27])=[CH:24][C:18]=2[S:17](=[O:31])(=[O:30])[N:16]=1)=O)C.[O-]CC.[Na+]. (2) The reactants are C([O:5][P:6]([O:37]C(C)(C)C)([O:8][CH2:9][O:10][C:11]([N:13]1[C:21]2[C:16](=[CH:17][CH:18]=[C:19]([C:22]([F:25])([F:24])[F:23])[CH:20]=2)[C@@:15]([C:27]2[CH:32]=[C:31]([Cl:33])[CH:30]=[CH:29][C:28]=2[O:34][CH3:35])([F:26])[C:14]1=[O:36])=[O:12])=[O:7])(C)(C)C.FC(F)(F)C(O)=O. The catalyst is ClCCl. The product is [P:6]([O:8][CH2:9][O:10][C:11]([N:13]1[C:21]2[C:16](=[CH:17][CH:18]=[C:19]([C:22]([F:23])([F:24])[F:25])[CH:20]=2)[C@@:15]([C:27]2[CH:32]=[C:31]([Cl:33])[CH:30]=[CH:29][C:28]=2[O:34][CH3:35])([F:26])[C:14]1=[O:36])=[O:12])([OH:7])([OH:37])=[O:5]. The yield is 0.780. (3) The reactants are C1(C)C=CC(S(O)(=O)=O)=CC=1.[Br:12][C:13]1[CH:14]=[C:15]2[C:19](=[CH:20][CH:21]=1)[NH:18][N:17]=[C:16]2[CH:22]=[O:23].[O:24]1[CH:29]=[CH:28][CH2:27][CH2:26][CH2:25]1. The catalyst is C1COCC1.C(Cl)Cl. The product is [Br:12][C:13]1[CH:14]=[C:15]2[C:19](=[CH:20][CH:21]=1)[N:18]([CH:25]1[CH2:26][CH2:27][CH2:28][CH2:29][O:24]1)[N:17]=[C:16]2[CH:22]=[O:23]. The yield is 0.800. (4) The reactants are [Cl:1][C:2]1[N:7]2[N:8]=[C:9]([CH3:11])[CH:10]=[C:6]2[N:5]=[C:4]([NH2:12])[CH:3]=1.[N:13]1[CH:18]=[CH:17][C:16]([CH:19]2[CH2:21][CH:20]2[C:22](Cl)=[O:23])=[CH:15][CH:14]=1.C([O-])(O)=O.[Na+]. The catalyst is N1C=CC=CC=1. The product is [Cl:1][C:2]1[N:7]2[N:8]=[C:9]([CH3:11])[CH:10]=[C:6]2[N:5]=[C:4]([NH:12][C:22]([C@@H:20]2[CH2:21][C@H:19]2[C:16]2[CH:15]=[CH:14][N:13]=[CH:18][CH:17]=2)=[O:23])[CH:3]=1. The yield is 0.0400. (5) The reactants are C([O:8][C:9](=[O:24])[C@H:10]([CH3:23])[C@H:11]([NH:15][C:16]([O:18][C:19]([CH3:22])([CH3:21])[CH3:20])=[O:17])[C:12](O)=O)C1C=CC=CC=1.CN1CCOCC1.ClC(OCC(C)C)=O.[C:40]([C:44]1[CH:45]=[C:46]([NH2:51])[C:47]([NH2:50])=[CH:48][CH:49]=1)([CH3:43])([CH3:42])[CH3:41]. The catalyst is O1CCCC1. The product is [C:19]([O:18][C:16]([NH:15][C@H:11]([C:12]1[NH:50][C:47]2[CH:48]=[CH:49][C:44]([C:40]([CH3:43])([CH3:41])[CH3:42])=[CH:45][C:46]=2[N:51]=1)[C@@H:10]([CH3:23])[C:9]([OH:24])=[O:8])=[O:17])([CH3:22])([CH3:20])[CH3:21]. The yield is 0.780. (6) The reactants are [CH3:1][C:2]1[CH:7]=[C:6]([C:8]2[CH:9]=[CH:10][C:11]3[N:17]4[CH2:18][C@H:14]([CH2:15][CH2:16]4)[NH:13][C:12]=3[N:19]=2)[CH:5]=[CH:4][N:3]=1.ClC(Cl)(O[C:24](=[O:30])OC(Cl)(Cl)Cl)Cl.[N:32]1[CH:37]=[CH:36][N:35]=[C:34]2[C:38]([NH2:42])=[N:39][CH:40]=[CH:41][C:33]=12.C(N(CC)CC)C. The catalyst is C1COCC1.C([O-])(O)=O.[Na+].C(Cl)Cl.CO. The product is [CH3:1][C:2]1[CH:7]=[C:6]([C:8]2[CH:9]=[CH:10][C:11]3[N:17]4[CH2:18][C@H:14]([CH2:15][CH2:16]4)[N:13]([C:24]([NH:42][C:38]4[C:34]5=[N:35][CH:36]=[CH:37][N:32]=[C:33]5[CH:41]=[CH:40][N:39]=4)=[O:30])[C:12]=3[N:19]=2)[CH:5]=[CH:4][N:3]=1. The yield is 0.380. (7) The reactants are [CH:1]1([CH:6]=[C:7]([C:18]2[NH:29][C:21]3=[N:22][CH:23]=[C:24]([C:26]([OH:28])=[O:27])[CH:25]=[C:20]3[CH:19]=2)[C:8]2[CH:13]=[CH:12][C:11]([S:14]([CH3:17])(=[O:16])=[O:15])=[CH:10][CH:9]=2)[CH2:5][CH2:4][CH2:3][CH2:2]1.[H][H]. The catalyst is [Pd].CO. The product is [CH:1]1([CH2:6][CH:7]([C:18]2[NH:29][C:21]3=[N:22][CH:23]=[C:24]([C:26]([OH:28])=[O:27])[CH:25]=[C:20]3[CH:19]=2)[C:8]2[CH:13]=[CH:12][C:11]([S:14]([CH3:17])(=[O:16])=[O:15])=[CH:10][CH:9]=2)[CH2:5][CH2:4][CH2:3][CH2:2]1. The yield is 0.870.